From a dataset of Reaction yield outcomes from USPTO patents with 853,638 reactions. Predict the reaction yield, written as a fraction of the theoretical maximum amount of product (1.0 means a 100% yield; for example, 0.34 means a 34% yield). (1) The reactants are [Cl:1][C:2]1[CH:3]=[CH:4][C:5]([NH:18][CH2:19][CH:20]2[CH2:25][CH2:24][NH:23][CH2:22][CH2:21]2)=[C:6]([CH:17]=1)[C:7]([NH:9][C:10]1[CH:15]=[CH:14][C:13]([CH3:16])=[CH:12][N:11]=1)=[O:8].[CH3:26][C:27]([CH2:29][CH3:30])=O.C([BH3-])#N.[Na+]. The catalyst is CO.C(O)(=O)C.O1CCCC1. The product is [Cl:1][C:2]1[CH:3]=[CH:4][C:5]([NH:18][CH2:19][CH:20]2[CH2:25][CH2:24][N:23]([CH:27]([CH2:29][CH3:30])[CH3:26])[CH2:22][CH2:21]2)=[C:6]([CH:17]=1)[C:7]([NH:9][C:10]1[CH:15]=[CH:14][C:13]([CH3:16])=[CH:12][N:11]=1)=[O:8]. The yield is 0.500. (2) The reactants are [CH:1]([NH:3][NH2:4])=O.[N:5]([CH2:8][C:9]1[O:10][CH:11]=[CH:12][CH:13]=1)=[C:6]=[S:7].C(O)C. The catalyst is N1C=CC=CC=1. The product is [O:10]1[CH:11]=[CH:12][CH:13]=[C:9]1[CH2:8][N:5]1[CH:1]=[N:3][N:4]=[C:6]1[SH:7]. The yield is 0.830.